Task: Predict the reaction yield, written as a fraction of the theoretical maximum amount of product (1.0 means a 100% yield; for example, 0.34 means a 34% yield).. Dataset: Reaction yield outcomes from USPTO patents with 853,638 reactions (1) The reactants are Br[C:2]1[C:7](=[O:8])[C:6]([O:9][CH3:10])=[CH:5][N:4]([C:11]2[CH:12]=[CH:13][CH:14]=[C:15]3[C:20]=2[N:19]=[CH:18][CH:17]=[CH:16]3)[N:3]=1.[C:21]1([N:27]2[C:31](B3OC(C)(C)C(C)(C)O3)=[CH:30][CH:29]=[N:28]2)[CH:26]=[CH:25][CH:24]=[CH:23][CH:22]=1.CC([O-])=O.[K+]. The catalyst is C(O)CCC.O. The product is [CH3:10][O:9][C:6]1[C:7](=[O:8])[C:2]([C:31]2[N:27]([C:21]3[CH:22]=[CH:23][CH:24]=[CH:25][CH:26]=3)[N:28]=[CH:29][CH:30]=2)=[N:3][N:4]([C:11]2[CH:12]=[CH:13][CH:14]=[C:15]3[C:20]=2[N:19]=[CH:18][CH:17]=[CH:16]3)[CH:5]=1. The yield is 0.810. (2) The reactants are [C:1]([NH:4][C:5]1[S:6][C:7]([C:11]2[N:12]=[C:13]([C:16](Cl)=[O:17])[S:14][CH:15]=2)=[C:8]([CH3:10])[N:9]=1)(=[O:3])[CH3:2].[OH:19][CH2:20][CH:21]1[CH2:26][CH2:25][NH:24][CH2:23][CH2:22]1.C(N(CC)CC)C. The catalyst is C1COCC1.C(Cl)Cl. The product is [OH:19][CH2:20][CH:21]1[CH2:26][CH2:25][N:24]([C:16]([C:13]2[S:14][CH:15]=[C:11]([C:7]3[S:6][C:5]([NH:4][C:1](=[O:3])[CH3:2])=[N:9][C:8]=3[CH3:10])[N:12]=2)=[O:17])[CH2:23][CH2:22]1. The yield is 0.420. (3) The product is [NH:7]1[C:8]2[C:13](=[CH:12][CH:11]=[CH:10][CH:9]=2)[C:5]([C:3](=[O:4])[CH:2]([C:14]2[CH:19]=[CH:18][CH:17]=[CH:16][CH:15]=2)[NH:27][CH2:26][C:21]2[CH:22]=[CH:23][CH:24]=[CH:25][N:20]=2)=[CH:6]1. The yield is 0.0200. The reactants are Cl[CH:2]([C:14]1[CH:19]=[CH:18][CH:17]=[CH:16][CH:15]=1)[C:3]([C:5]1[C:13]2[C:8](=[CH:9][CH:10]=[CH:11][CH:12]=2)[NH:7][CH:6]=1)=[O:4].[N:20]1[CH:25]=[CH:24][CH:23]=[CH:22][C:21]=1[CH2:26][NH2:27].CCN(C(C)C)C(C)C. The catalyst is C(#N)C. (4) The reactants are [CH2:1]1[CH:5]2[CH:4]3[CH:3]=[CH:2][CH:1]([CH:4]2[CH:3]=[CH:2]1)[CH2:5]3.[Cl:11][SiH:12]([Cl:14])[Cl:13].CCCCCCCCCCCCCCCC. The catalyst is C1(C)C=CC=CC=1. The product is [CH:4]1([Si:12]([Cl:14])([Cl:13])[Cl:11])[CH2:5][CH2:1][CH:2]=[CH:3]1. The yield is 0.760. (5) The reactants are [NH:1]1[CH:5]=[C:4]([B:6]2[O:14][C:11]([CH3:13])([CH3:12])[C:8]([CH3:10])([CH3:9])[O:7]2)[CH:3]=[N:2]1.C[Si]([N-][Si](C)(C)C)(C)C.[Na+].Br[CH2:26][CH:27]1[CH2:29][CH2:28]1. The catalyst is C1COCC1. The product is [CH:27]1([CH2:26][N:2]2[CH:3]=[C:4]([B:6]3[O:7][C:8]([CH3:9])([CH3:10])[C:11]([CH3:13])([CH3:12])[O:14]3)[CH:5]=[N:1]2)[CH2:29][CH2:28]1. The yield is 0.840. (6) The reactants are [C:1]([Br:5])(Br)(Br)Br.C1C=CC(P(C2C=CC=CC=2)C2C=CC=CC=2)=CC=1.[C:25]1([C:31]2[S:35][C:34](CO)=[N:33][CH:32]=2)[CH:30]=[CH:29][CH:28]=[CH:27][CH:26]=1. The catalyst is C(Cl)Cl. The product is [Br:5][CH2:1][C:34]1[S:35][C:31]([C:25]2[CH:30]=[CH:29][CH:28]=[CH:27][CH:26]=2)=[CH:32][N:33]=1. The yield is 0.600. (7) The reactants are [Cl:1][CH2:2][CH2:3][CH2:4][CH2:5][CH2:6][CH2:7][OH:8].[CH2:9]([N:11]([CH3:13])[CH3:12])[CH3:10]. No catalyst specified. The product is [Cl-:1].[CH2:9]([N+:11]([CH2:2][CH2:3][CH2:4][CH2:5][CH2:6][CH2:7][OH:8])([CH3:13])[CH3:12])[CH3:10]. The yield is 0.990. (8) The reactants are C([O:8][NH:9][C:10]([CH2:12][CH2:13][C:14]1[CH:44]=[CH:43][C:17]([O:18][C:19]2[CH:24]=[CH:23][C:22]([CH2:25][CH:26]([NH:32][S:33]([C:36]3[CH:41]=[CH:40][C:39]([CH3:42])=[CH:38][CH:37]=3)(=[O:35])=[O:34])[C:27]([N:29]([CH3:31])[CH3:30])=[O:28])=[CH:21][CH:20]=2)=[CH:16][CH:15]=1)=[O:11])C1C=CC=CC=1.[H][H]. The catalyst is CO.[Pd]. The product is [OH:8][NH:9][C:10]([CH2:12][CH2:13][C:14]1[CH:15]=[CH:16][C:17]([O:18][C:19]2[CH:20]=[CH:21][C:22]([CH2:25][CH:26]([NH:32][S:33]([C:36]3[CH:37]=[CH:38][C:39]([CH3:42])=[CH:40][CH:41]=3)(=[O:35])=[O:34])[C:27]([N:29]([CH3:31])[CH3:30])=[O:28])=[CH:23][CH:24]=2)=[CH:43][CH:44]=1)=[O:11]. The yield is 0.590.